From a dataset of Catalyst prediction with 721,799 reactions and 888 catalyst types from USPTO. Predict which catalyst facilitates the given reaction. (1) Reactant: C[Si](C)(C)CC[O:5][C:6](=[O:37])[C:7]1[CH:12]=[C:11]([O:13][CH2:14][CH2:15][C:16]2[N:17]=[C:18]([C:22]3[CH:27]=[CH:26][CH:25]=[CH:24][CH:23]=3)[O:19][C:20]=2[CH3:21])[CH:10]=[CH:9][C:8]=1[CH2:28][CH2:29][C:30]([O:32][C:33]([CH3:36])([CH3:35])[CH3:34])=[O:31].CCCC[N+](CCCC)(CCCC)CCCC.[F-]. The catalyst class is: 1. Product: [C:33]([O:32][C:30]([CH2:29][CH2:28][C:8]1[CH:9]=[CH:10][C:11]([O:13][CH2:14][CH2:15][C:16]2[N:17]=[C:18]([C:22]3[CH:23]=[CH:24][CH:25]=[CH:26][CH:27]=3)[O:19][C:20]=2[CH3:21])=[CH:12][C:7]=1[C:6]([OH:37])=[O:5])=[O:31])([CH3:36])([CH3:34])[CH3:35]. (2) Reactant: CS(O[C@@H:6]([C:11]1[CH:16]=[CH:15][CH:14]=[CH:13][CH:12]=1)[C:7]([O:9][CH3:10])=[O:8])(=O)=O.[F:17][C:18]1[CH:24]=[CH:23][C:21]([NH2:22])=[CH:20][CH:19]=1. Product: [CH3:10][O:9][C:7](=[O:8])[C@H:6]([NH:22][C:21]1[CH:23]=[CH:24][C:18]([F:17])=[CH:19][CH:20]=1)[C:11]1[CH:16]=[CH:15][CH:14]=[CH:13][CH:12]=1. The catalyst class is: 23. (3) Reactant: [CH2:1]([N:5]1[C:9](=[O:10])[C:8]([C:11]2[CH:16]=[CH:15][CH:14]=[CH:13][CH:12]=2)=[C:7]([NH:17][C:18]2[CH:23]=[CH:22][C:21]([O:24][CH3:25])=[CH:20][CH:19]=2)[C:6]1=O)[CH2:2][CH2:3][CH3:4].COC1C=CC(P2(SP(C3C=CC(OC)=CC=3)(=S)S2)=[S:36])=CC=1. Product: [CH2:1]([N:5]1[C:6](=[S:36])[C:7]([NH:17][C:18]2[CH:23]=[CH:22][C:21]([O:24][CH3:25])=[CH:20][CH:19]=2)=[C:8]([C:11]2[CH:16]=[CH:15][CH:14]=[CH:13][CH:12]=2)[C:9]1=[O:10])[CH2:2][CH2:3][CH3:4]. The catalyst class is: 11. (4) Reactant: C(C1C=C([NH:10][C:11]([NH:13][C:14]2[CH:19]=[CH:18][C:17]([Cl:20])=[CH:16][CH:15]=2)=[O:12])N(C2C=C(C=CC=2)C(OCC)=O)N=1)(C)(C)C.[H-].[H-].[H-].[H-].[Li+].[Al+3]. Product: [Cl:20][C:17]1[CH:16]=[CH:15][C:14]([NH:13][C:11](=[O:12])[NH2:10])=[CH:19][CH:18]=1. The catalyst class is: 1. (5) Reactant: S(C1C=CC(C)=CC=1)([O-])(=O)=O.[CH3:12][NH:13][C:14]1[CH:15]=[CH:16][C:17](/[CH:20]=[CH:21]/C2C=CC(OCCOCCOCC[18F])=NC=2)=[CH:18][CH:19]=1.C(NC1C=CC=CC=1)=C.[C:55](O[C:55]([O:57][C:58]([CH3:61])([CH3:60])[CH3:59])=[O:56])([O:57][C:58]([CH3:61])([CH3:60])[CH3:59])=[O:56]. Product: [CH3:12][N:13]([C:14]1[CH:15]=[CH:16][C:17]([CH:20]=[CH2:21])=[CH:18][CH:19]=1)[C:55](=[O:56])[O:57][C:58]([CH3:59])([CH3:60])[CH3:61]. The catalyst class is: 6.